This data is from Forward reaction prediction with 1.9M reactions from USPTO patents (1976-2016). The task is: Predict the product of the given reaction. (1) Given the reactants [CH3:1][C:2]1([CH3:29])[O:7][CH2:6][CH2:5][N:4]([C:8]([N:10]2[CH2:15][CH:14]([C:16]3[CH:21]=[CH:20][C:19]([C:22]([F:25])([F:24])[F:23])=[CH:18][CH:17]=3)[CH2:13][CH:12]([C:26](O)=[O:27])[CH2:11]2)=[O:9])[CH2:3]1.Cl.O[NH:32][C:33](=[NH:36])[CH2:34][CH3:35], predict the reaction product. The product is: [CH3:1][C:2]1([CH3:29])[O:7][CH2:6][CH2:5][N:4]([C:8]([N:10]2[CH2:15][CH:14]([C:16]3[CH:17]=[CH:18][C:19]([C:22]([F:24])([F:23])[F:25])=[CH:20][CH:21]=3)[CH2:13][CH:12]([C:26]3[O:27][N:36]=[C:33]([CH2:34][CH3:35])[N:32]=3)[CH2:11]2)=[O:9])[CH2:3]1. (2) Given the reactants [CH2:1]([N:8]1[C:16]2[C:15]([Cl:17])=[N:14][C:13](N)=[N:12][C:11]=2[CH:10]=[CH:9]1)[C:2]1[CH:7]=[CH:6][CH:5]=[CH:4][CH:3]=1.N(OC(C)(C)C)=O.[Cl:26]CCCl, predict the reaction product. The product is: [CH2:1]([N:8]1[C:16]2[C:15]([Cl:17])=[N:14][C:13]([Cl:26])=[N:12][C:11]=2[CH:10]=[CH:9]1)[C:2]1[CH:7]=[CH:6][CH:5]=[CH:4][CH:3]=1. (3) The product is: [Cl:17][CH2:18][C:19]([C:9]1[CH:10]=[CH:11][C:6]2[O:5][CH2:4][C:3](=[O:12])[N:2]([CH3:1])[C:7]=2[CH:8]=1)=[O:20]. Given the reactants [CH3:1][N:2]1[C:7]2[CH:8]=[CH:9][CH:10]=[CH:11][C:6]=2[O:5][CH2:4][C:3]1=[O:12].[Al+3].[Cl-].[Cl-].[Cl-].[Cl:17][CH2:18][C:19](Cl)=[O:20].C(=O)(O)[O-].[Na+], predict the reaction product. (4) The product is: [CH2:17]([N:15]1[CH2:14][CH2:13][NH:12][C:11](=[O:16])[CH:10]1[C:7]1[CH:6]=[CH:5][C:4]([N+:1]([O-:3])=[O:2])=[CH:9][CH:8]=1)[CH3:18]. Given the reactants [N+:1]([C:4]1[CH:9]=[CH:8][C:7]([C:10]2[C:11](=[O:16])[NH:12][CH2:13][CH2:14][N:15]=2)=[CH:6][CH:5]=1)([O-:3])=[O:2].[CH:17](=O)[CH3:18].C([BH3-])#N.[Na+].[OH-].[Na+], predict the reaction product. (5) Given the reactants [H-].[Na+].[Br:3][C:4]1[CH:9]=[CH:8][C:7]([CH2:10][C:11]([O:13]CC)=O)=[CH:6][CH:5]=1.[H][H].Cl, predict the reaction product. The product is: [Br:3][C:4]1[CH:9]=[CH:8][C:7]([CH2:10][C:11](=[O:13])[CH2:10][C:7]2[CH:6]=[CH:5][C:4]([Br:3])=[CH:9][CH:8]=2)=[CH:6][CH:5]=1. (6) Given the reactants [CH3:1][N:2]1[CH:6]=[CH:5][C:4]([NH:7][C:8]([C:10]2[C:15](Br)=[CH:14][CH:13]=[C:12]([CH3:17])[N:11]=2)=[O:9])=[N:3]1.[F:18][C:19]1[CH:25]=[CH:24][C:22]([NH2:23])=[CH:21][CH:20]=1, predict the reaction product. The product is: [CH3:1][N:2]1[CH:6]=[CH:5][C:4]([NH:7][C:8]([C:10]2[C:15]([NH:23][C:22]3[CH:24]=[CH:25][C:19]([F:18])=[CH:20][CH:21]=3)=[CH:14][CH:13]=[C:12]([CH3:17])[N:11]=2)=[O:9])=[N:3]1.